From a dataset of Forward reaction prediction with 1.9M reactions from USPTO patents (1976-2016). Predict the product of the given reaction. (1) Given the reactants C[N:2]([CH3:20])[CH:3]=[C:4]([C:10](=[O:19])[C:11]1[CH:16]=[C:15]([I:17])[CH:14]=[CH:13][C:12]=1[F:18])[C:5]([O:7][CH2:8][CH3:9])=[O:6].[CH3:21][N:22]([CH3:26])[CH2:23]CN, predict the reaction product. The product is: [CH3:21][N:22]([CH3:26])[CH2:23][CH2:20][NH:2][CH:3]=[C:4]([C:10](=[O:19])[C:11]1[CH:16]=[C:15]([I:17])[CH:14]=[CH:13][C:12]=1[F:18])[C:5]([O:7][CH2:8][CH3:9])=[O:6]. (2) The product is: [S:1]1[CH:5]=[CH:4][CH:3]=[C:2]1[S:6]([N:9]1[CH2:14][CH2:13][N:12]([C:15]2[CH:16]=[CH:17][C:18]([C@:21]([OH:27])([CH3:26])[C:22]([F:23])([F:24])[F:25])=[CH:19][CH:20]=2)[C@H:11]([CH2:28][N:29]2[CH2:32][CH:31]([OH:33])[CH2:30]2)[CH2:10]1)(=[O:7])=[O:8]. Given the reactants [S:1]1[CH:5]=[CH:4][CH:3]=[C:2]1[S:6]([N:9]1[CH2:14][CH2:13][N:12]([C:15]2[CH:20]=[CH:19][C:18]([C@@:21]([OH:27])([CH3:26])[C:22]([F:25])([F:24])[F:23])=[CH:17][CH:16]=2)[C@H:11]([CH2:28][N:29]2[CH2:32][CH:31]([OH:33])[CH2:30]2)[CH2:10]1)(=[O:8])=[O:7].S1C=CC=C1S(N1CCN(C2C=CC([C@](O)(C)C(F)(F)F)=CC=2)[C@@H](CN2CC(O)C2)C1)(=O)=O.S1C=CC=C1S(N1CCN(C2C=CC([C@@](O)(C)C(F)(F)F)=CC=2)[C@@H](CN2CC(O)C2)C1)(=O)=O.C1N=C(N)C2N=CN([C@@H]3O[C@H](COP(OP(OC[C@H]4O[C@@H](N5C=C(C(N)=O)CC=C5)[C@H](O)[C@@H]4O)(O)=O)(O)=O)[C@@H](O)[C@H]3OP(O)(O)=O)C=2N=1, predict the reaction product. (3) Given the reactants [Cl:1][C:2]1[C:3]2[S:20][C:19](=[O:21])[NH:18][C:4]=2[N:5]=[C:6]([S:8][CH2:9][C:10]2[CH:15]=[CH:14][CH:13]=[C:12]([F:16])[C:11]=2[F:17])[N:7]=1.C1(C)C=CC(S(O)(=O)=O)=CC=1.[O:33]1[CH:38]=[CH:37][CH2:36][CH2:35][CH2:34]1.C(=O)(O)[O-].[Na+], predict the reaction product. The product is: [Cl:1][C:2]1[C:3]2[S:20][C:19](=[O:21])[N:18]([CH:34]3[CH2:35][CH2:36][CH2:37][CH2:38][O:33]3)[C:4]=2[N:5]=[C:6]([S:8][CH2:9][C:10]2[CH:15]=[CH:14][CH:13]=[C:12]([F:16])[C:11]=2[F:17])[N:7]=1. (4) Given the reactants [Cl:1][C:2]1[N:7]=[CH:6][C:5]2[C:8](I)=[CH:9][N:10]([CH:11]([CH3:16])[C:12]([F:15])([F:14])[F:13])[C:4]=2[CH:3]=1.CC1(C)C2C=CC=C(P(C3C=CC=CC=3)C3C=CC=CC=3)C=2[O:26][C:25]2C1=CC=CC=2P(C1C=CC=CC=1)C1C=CC=CC=1.[O:60]1[CH2:65][CH2:64][CH:63]([NH2:66])[CH2:62][CH2:61]1.C(N(CC)CC)C, predict the reaction product. The product is: [Cl:1][C:2]1[N:7]=[CH:6][C:5]2[C:8]([C:25]([NH:66][CH:63]3[CH2:64][CH2:65][O:60][CH2:61][CH2:62]3)=[O:26])=[CH:9][N:10]([CH:11]([CH3:16])[C:12]([F:15])([F:14])[F:13])[C:4]=2[CH:3]=1. (5) The product is: [CH3:4][C:2]([O:5][C:6]([NH:8][CH2:9][CH2:10][CH2:11][CH2:12][C@H:13]([NH:17][C:18]([O:20][C:21]([CH3:24])([CH3:23])[CH3:22])=[O:19])[C:14]([OH:16])=[O:15])=[O:7])([CH3:1])[CH3:3].[NH2:29][C@H:28]([C:27]([O:26][CH3:25])=[O:40])[CH2:30][C:31]1[C:39]2[C:34](=[CH:35][CH:36]=[CH:37][CH:38]=2)[NH:33][CH:32]=1. Given the reactants [CH3:1][C:2]([O:5][C:6]([NH:8][CH2:9][CH2:10][CH2:11][CH2:12][C@H:13]([NH:17][C:18]([O:20][C:21]([CH3:24])([CH3:23])[CH3:22])=[O:19])[C:14]([OH:16])=[O:15])=[O:7])([CH3:4])[CH3:3].[CH3:25][O:26][C:27](=[O:40])[C@H:28]([CH2:30][C:31]1[C:39]2[C:34](=[CH:35][CH:36]=[CH:37][CH:38]=2)[NH:33][CH:32]=1)[NH2:29].OC1C2N=NNC=2C=CC=1.C1CCC(N=C=NC2CCCCC2)CC1, predict the reaction product. (6) Given the reactants [Br:1][C:2]1[CH:7]=[CH:6][C:5]([CH2:8]O)=[CH:4][C:3]=1[CH2:10][CH3:11].[Cl:12]CCl.C(N(CC)CC)C.CS(Cl)(=O)=O, predict the reaction product. The product is: [Br:1][C:2]1[CH:7]=[CH:6][C:5]([CH2:8][Cl:12])=[CH:4][C:3]=1[CH2:10][CH3:11]. (7) Given the reactants [F:1][C:2]([F:25])([F:24])[C:3]([C:15]1[CH:16]=[C:17]2[C:21](=[CH:22][CH:23]=1)[NH:20][N:19]=[CH:18]2)([C:5]1[C:13]2[C:8](=[CH:9][CH:10]=[CH:11][CH:12]=2)[N:7]([CH3:14])[CH:6]=1)[OH:4].[C:26](Cl)(=[O:33])[C:27]1[CH:32]=[CH:31][CH:30]=[CH:29][CH:28]=1, predict the reaction product. The product is: [C:27]1([C:26]([N:20]2[C:21]3[C:17](=[CH:16][C:15]([C:3]([OH:4])([C:5]4[C:13]5[C:8](=[CH:9][CH:10]=[CH:11][CH:12]=5)[N:7]([CH3:14])[CH:6]=4)[C:2]([F:1])([F:24])[F:25])=[CH:23][CH:22]=3)[CH:18]=[N:19]2)=[O:33])[CH:32]=[CH:31][CH:30]=[CH:29][CH:28]=1.